This data is from Reaction yield outcomes from USPTO patents with 853,638 reactions. The task is: Predict the reaction yield, written as a fraction of the theoretical maximum amount of product (1.0 means a 100% yield; for example, 0.34 means a 34% yield). (1) The reactants are [CH3:1][O:2][C:3](=[O:22])[C:4]1[C:9](Cl)=[CH:8][C:7]([CH3:11])=[N:6][C:5]=1[O:12][C:13]1[C:18]([CH3:19])=[CH:17][C:16]([Cl:20])=[CH:15][C:14]=1[CH3:21].[NH2:23][C@@H:24]([CH2:27][CH3:28])[CH2:25][OH:26]. The product is [CH3:1][O:2][C:3](=[O:22])[C:4]1[C:9]([NH:23][CH:24]([CH2:25][OH:26])[CH2:27][CH3:28])=[CH:8][C:7]([CH3:11])=[N:6][C:5]=1[O:12][C:13]1[C:18]([CH3:19])=[CH:17][C:16]([Cl:20])=[CH:15][C:14]=1[CH3:21]. The catalyst is CN1CCCC1=O.C(OCC)(=O)C. The yield is 0.640. (2) The reactants are [F:1][C:2]1[CH:7]=[CH:6][CH:5]=[C:4]([F:8])[C:3]=1Br.[CH3:10][O:11][C:12]1[CH:17]=[CH:16][CH:15]=[CH:14][C:13]=1B(O)O.C(=O)([O-])[O-].[K+].[K+]. The catalyst is CC1C=CC=CC=1[P](C1C=CC=CC=1C)([Pd](Cl)(Cl)[P](C1=C(C)C=CC=C1)(C1C=CC=CC=1C)C1C=CC=CC=1C)C1C=CC=CC=1C. The product is [CH3:10][O:11][C:12]1[C:13]([C:3]2[C:2]([F:1])=[CH:7][CH:6]=[CH:5][C:4]=2[F:8])=[CH:14][CH:15]=[CH:16][CH:17]=1. The yield is 0.450.